From a dataset of Catalyst prediction with 721,799 reactions and 888 catalyst types from USPTO. Predict which catalyst facilitates the given reaction. (1) Reactant: [C:1]([CH:3]([N:21]([CH3:29])[C:22]([CH:24]1[CH2:28][CH2:27][CH2:26][O:25]1)=[O:23])[C:4]1[N:5]=[C:6]([NH:9][C:10]([NH:12][CH2:13][C:14]2[CH:19]=[CH:18][CH:17]=[C:16]([F:20])[CH:15]=2)=[O:11])[S:7][CH:8]=1)#[N:2]. Product: [NH2:2][CH2:1][CH:3]([N:21]([CH3:29])[C:22]([CH:24]1[CH2:28][CH2:27][CH2:26][O:25]1)=[O:23])[C:4]1[N:5]=[C:6]([NH:9][C:10]([NH:12][CH2:13][C:14]2[CH:19]=[CH:18][CH:17]=[C:16]([F:20])[CH:15]=2)=[O:11])[S:7][CH:8]=1. The catalyst class is: 94. (2) Reactant: C([Li])(C)(C)C.Br[C:7]1[N:12]=[C:11]([CH3:13])[C:10]([O:14][CH3:15])=[C:9]([CH3:16])[CH:8]=1.[C:17]([C:19]1[C:24]([C:25]([C:33]2[CH:38]=[CH:37][CH:36]=[C:35]([O:39][CH2:40][CH2:41][CH:42]([F:44])[F:43])[CH:34]=2)=[N:26]S(C(C)(C)C)=O)=[CH:23][CH:22]=[CH:21][N:20]=1)#[N:18].Cl. Product: [F:43][CH:42]([F:44])[CH2:41][CH2:40][O:39][C:35]1[CH:34]=[C:33]([C:25]2([C:7]3[CH:8]=[C:9]([CH3:16])[C:10]([O:14][CH3:15])=[C:11]([CH3:13])[N:12]=3)[C:24]3[C:19](=[N:20][CH:21]=[CH:22][CH:23]=3)[C:17]([NH2:18])=[N:26]2)[CH:38]=[CH:37][CH:36]=1. The catalyst class is: 1.